This data is from Reaction yield outcomes from USPTO patents with 853,638 reactions. The task is: Predict the reaction yield, written as a fraction of the theoretical maximum amount of product (1.0 means a 100% yield; for example, 0.34 means a 34% yield). The reactants are C(N(C(C)C)CC)(C)C.Cl.[F:11][C:12]1[CH:17]=[C:16]([S:18]([CH3:21])(=[O:20])=[O:19])[CH:15]=[CH:14][C:13]=1[C:22]1[CH:27]=[CH:26][C:25]([O:28][CH2:29][CH:30]2[CH2:35][CH2:34][NH:33][CH2:32][CH2:31]2)=[CH:24][CH:23]=1.Cl[C:37]([O:39][CH:40]([CH3:42])[CH3:41])=[O:38]. The catalyst is C(Cl)Cl. The product is [F:11][C:12]1[CH:17]=[C:16]([S:18]([CH3:21])(=[O:20])=[O:19])[CH:15]=[CH:14][C:13]=1[C:22]1[CH:23]=[CH:24][C:25]([O:28][CH2:29][CH:30]2[CH2:35][CH2:34][N:33]([C:37]([O:39][CH:40]([CH3:42])[CH3:41])=[O:38])[CH2:32][CH2:31]2)=[CH:26][CH:27]=1. The yield is 0.980.